Dataset: Catalyst prediction with 721,799 reactions and 888 catalyst types from USPTO. Task: Predict which catalyst facilitates the given reaction. (1) Reactant: [C:1]([NH:5][C:6](=[O:8])[OH:7])([CH3:4])([CH3:3])[CH3:2].[CH:9]1([S:12]([NH2:15])(=[O:14])=[O:13])[CH2:11][CH2:10]1.[Li]CCCC.C1C(=O)N([Cl:28])C(=O)C1. Product: [Cl:28][C:9]1([S:12]([NH2:15])(=[O:14])=[O:13])[CH2:11][CH2:10]1.[C:1]([NH:5][C:6](=[O:7])[O-:8])([CH3:4])([CH3:3])[CH3:2]. The catalyst class is: 1. (2) Reactant: [C:1]([C:4]1[CH:13]=[C:12]([F:14])[C:7]([C:8]([O:10][CH3:11])=[O:9])=[C:6]([Cl:15])[CH:5]=1)(=O)[NH2:2].N1C=CC=CC=1.FC(F)(F)C(OC(=O)C(F)(F)F)=O. Product: [Cl:15][C:6]1[CH:5]=[C:4]([C:1]#[N:2])[CH:13]=[C:12]([F:14])[C:7]=1[C:8]([O:10][CH3:11])=[O:9]. The catalyst class is: 12.